From a dataset of NCI-60 drug combinations with 297,098 pairs across 59 cell lines. Regression. Given two drug SMILES strings and cell line genomic features, predict the synergy score measuring deviation from expected non-interaction effect. (1) Drug 1: CS(=O)(=O)C1=CC(=C(C=C1)C(=O)NC2=CC(=C(C=C2)Cl)C3=CC=CC=N3)Cl. Drug 2: CC1=CC=C(C=C1)C2=CC(=NN2C3=CC=C(C=C3)S(=O)(=O)N)C(F)(F)F. Cell line: SK-MEL-28. Synergy scores: CSS=-5.19, Synergy_ZIP=4.40, Synergy_Bliss=4.30, Synergy_Loewe=-2.03, Synergy_HSA=-2.91. (2) Drug 1: C1=NC2=C(N=C(N=C2N1C3C(C(C(O3)CO)O)O)F)N. Cell line: U251. Drug 2: CS(=O)(=O)OCCCCOS(=O)(=O)C. Synergy scores: CSS=-5.14, Synergy_ZIP=4.12, Synergy_Bliss=-15.7, Synergy_Loewe=3.59, Synergy_HSA=-32.3.